From a dataset of Catalyst prediction with 721,799 reactions and 888 catalyst types from USPTO. Predict which catalyst facilitates the given reaction. Reactant: [CH:1]1[C:10]2[C:5](=[CH:6][CH:7]=[CH:8][CH:9]=2)[CH:4]=[CH:3][C:2]=1[NH:11][C:12](=[O:18])[O:13][C:14]([CH3:17])([CH3:16])[CH3:15].C1C(=O)N([Br:26])C(=O)C1. Product: [Br:26][C:1]1[C:10]2[C:5](=[CH:6][CH:7]=[CH:8][CH:9]=2)[CH:4]=[CH:3][C:2]=1[NH:11][C:12](=[O:18])[O:13][C:14]([CH3:15])([CH3:17])[CH3:16]. The catalyst class is: 23.